This data is from Full USPTO retrosynthesis dataset with 1.9M reactions from patents (1976-2016). The task is: Predict the reactants needed to synthesize the given product. (1) The reactants are: [NH2:1][CH2:2][C@H:3]1[N:8]([C:9]([C:11]2[N:12]=[C:13]([CH3:23])[S:14][C:15]=2[C:16]2[CH:17]=[C:18]([CH3:22])[CH:19]=[CH:20][CH:21]=2)=[O:10])[CH2:7][C@H:6]2[C@@H:4]1[CH2:5]2.[Cl:24][C:25]1[CH:26]=[C:27]([CH:31]=[CH:32][C:33]=1[Cl:34])[C:28](O)=[O:29]. Given the product [Cl:24][C:25]1[CH:26]=[C:27]([CH:31]=[CH:32][C:33]=1[Cl:34])[C:28]([NH:1][CH2:2][C@H:3]1[N:8]([C:9]([C:11]2[N:12]=[C:13]([CH3:23])[S:14][C:15]=2[C:16]2[CH:17]=[C:18]([CH3:22])[CH:19]=[CH:20][CH:21]=2)=[O:10])[CH2:7][C@H:6]2[C@@H:4]1[CH2:5]2)=[O:29], predict the reactants needed to synthesize it. (2) Given the product [C:11]([C:6]1[C:5]2[C:9](=[CH:10][C:2]([Cl:1])=[CH:3][CH:4]=2)[N:8]([CH2:26][C:27]([OH:29])=[O:28])[N:7]=1)(=[O:12])[NH2:13], predict the reactants needed to synthesize it. The reactants are: [Cl:1][C:2]1[CH:10]=[C:9]2[C:5]([C:6]([C:11]([NH2:13])=[O:12])=[N:7][NH:8]2)=[CH:4][CH:3]=1.C(C1C2C(=CC=CC=2)N([CH2:26][C:27]([OH:29])=[O:28])N=1)(=O)N.